Dataset: Catalyst prediction with 721,799 reactions and 888 catalyst types from USPTO. Task: Predict which catalyst facilitates the given reaction. (1) Reactant: [OH-].[Na+].C[O:4][C:5](=[O:42])[CH2:6][CH2:7][NH:8][C:9](=[O:41])[C:10]1[CH:15]=[CH:14][C:13]([O:16][CH:17]([C:24]2[CH:25]=[N:26][C:27]([C:30]3[CH:35]=[CH:34][C:33]([C:36]([F:39])([F:38])[F:37])=[CH:32][CH:31]=3)=[CH:28][CH:29]=2)[CH2:18][CH2:19][CH2:20][CH2:21][CH2:22][CH3:23])=[C:12]([F:40])[CH:11]=1. Product: [F:40][C:12]1[CH:11]=[C:10]([CH:15]=[CH:14][C:13]=1[O:16][CH:17]([C:24]1[CH:25]=[N:26][C:27]([C:30]2[CH:31]=[CH:32][C:33]([C:36]([F:39])([F:37])[F:38])=[CH:34][CH:35]=2)=[CH:28][CH:29]=1)[CH2:18][CH2:19][CH2:20][CH2:21][CH2:22][CH3:23])[C:9]([NH:8][CH2:7][CH2:6][C:5]([OH:42])=[O:4])=[O:41]. The catalyst class is: 5. (2) Reactant: [OH:1][S:2]([OH:5])(=[O:4])=[O:3].[CH2:6]([NH:9][C:10]1[N:15]=[C:14]([NH:16][CH2:17][CH2:18][CH3:19])[N:13]=[C:12]([N:20]([CH3:23])[O:21][CH3:22])[N:11]=1)[CH2:7][CH3:8]. Product: [CH2:6]([NH:9][C:10]1[N:15]=[C:14]([NH:16][CH2:17][CH2:18][CH3:19])[N:13]=[C:12]([N:20]([CH3:23])[O:21][CH3:22])[N:11]=1)[CH2:7][CH3:8].[S:2]([OH:5])([OH:4])(=[O:3])=[O:1].[CH2:6]([NH:9][C:10]1[N:15]=[C:14]([NH:16][CH2:17][CH2:18][CH3:19])[N:13]=[C:12]([N:20]([CH3:23])[O:21][CH3:22])[N:11]=1)[CH2:7][CH3:8]. The catalyst class is: 12. (3) Reactant: [CH3:1][C:2]1([CH3:22])[C@@H:5]([C:6]([N:8]2[CH2:13][CH2:12][CH2:11][CH2:10][CH2:9]2)=[O:7])[CH2:4][C@H:3]1[NH:14]C(=O)OC(C)(C)C.CCN(CC)CC. Product: [NH2:14][C@@H:3]1[CH2:4][C@H:5]([C:6]([N:8]2[CH2:13][CH2:12][CH2:11][CH2:10][CH2:9]2)=[O:7])[C:2]1([CH3:22])[CH3:1]. The catalyst class is: 137. (4) Reactant: [CH2:1]([N:8]1[CH2:12][CH2:11][C@@H:10]([C:13](=[O:18])[CH2:14][CH:15]([CH3:17])[CH3:16])[C:9]1=[O:19])[C:2]1[CH:7]=[CH:6][CH:5]=[CH:4][CH:3]=1.Cl.N#N. Product: [CH2:1]([N:8]1[CH2:12][CH2:11][C@H:10]([C@@H:13]([OH:18])[CH2:14][CH:15]([CH3:16])[CH3:17])[C:9]1=[O:19])[C:2]1[CH:3]=[CH:4][CH:5]=[CH:6][CH:7]=1. The catalyst class is: 41. (5) Reactant: [CH:1](=O)[CH2:2][CH2:3][CH2:4][CH2:5][CH2:6][CH2:7][CH2:8]/[CH:9]=[CH:10]\[CH2:11]/[CH:12]=[CH:13]\[CH2:14][CH2:15][CH2:16][CH2:17][CH3:18].[CH3:20][N:21]([CH3:26])[CH2:22][CH2:23][CH2:24][NH2:25].C(O[BH-](OC(=O)C)OC(=O)C)(=O)C.[Na+]. Product: [CH3:20][N:21]([CH3:26])[CH2:22][CH2:23][CH2:24][NH:25][CH2:1][CH2:2][CH2:3][CH2:4][CH2:5][CH2:6][CH2:7][CH2:8]/[CH:9]=[CH:10]\[CH2:11]/[CH:12]=[CH:13]\[CH2:14][CH2:15][CH2:16][CH2:17][CH3:18]. The catalyst class is: 54. (6) Reactant: [ClH:1].[CH3:2][C@@H:3]1[CH2:8][O:7][CH2:6][CH2:5][NH:4]1.C([N:11]([CH2:14][CH3:15])[CH2:12][CH3:13])C.C=O.[F:18][C:19]([F:29])([F:28])[C:20]1[CH:25]=CC([N+]#[C-])=[CH:22][CH:21]=1.C[Si]([N:34]=[N+:35]=[N-:36])(C)C. Product: [ClH:1].[CH3:2][C@@H:3]1[CH2:8][O:7][CH2:6][CH2:5][N:4]1[CH2:15][C:14]1[N:11]([C:12]2[CH:13]=[CH:25][C:20]([C:19]([F:29])([F:28])[F:18])=[CH:21][CH:22]=2)[N:36]=[N:35][N:34]=1. The catalyst class is: 5. (7) Reactant: [NH:1]1[CH2:6][CH2:5][NH:4][CH2:3][CH2:2]1.F[C:8]1[CH:13]=[CH:12][C:11]([S:14]([N:17]2[CH2:21][CH2:20][CH2:19][CH2:18]2)(=[O:16])=[O:15])=[CH:10][CH:9]=1. Product: [N:17]1([S:14]([C:11]2[CH:12]=[CH:13][C:8]([N:1]3[CH2:6][CH2:5][NH:4][CH2:3][CH2:2]3)=[CH:9][CH:10]=2)(=[O:15])=[O:16])[CH2:18][CH2:19][CH2:20][CH2:21]1. The catalyst class is: 6.